Dataset: Forward reaction prediction with 1.9M reactions from USPTO patents (1976-2016). Task: Predict the product of the given reaction. (1) Given the reactants [CH:1]([C:4]1[C:8]([CH2:9][CH2:10][CH2:11][OH:12])=[CH:7][N:6]([C:13]2[C:18]([C:19]([F:22])([F:21])[F:20])=[CH:17][CH:16]=[CH:15][N:14]=2)[N:5]=1)([CH3:3])[CH3:2].O[C:24]1[C:29]([O:30][CH3:31])=[CH:28][CH:27]=[CH:26][C:25]=1[CH2:32][C:33]([O:35][CH3:36])=[O:34].C(P(CCCC)CCCC)CCC.N(C(N1CCCCC1)=O)=NC(N1CCCCC1)=O, predict the reaction product. The product is: [CH:1]([C:4]1[C:8]([CH2:9][CH2:10][CH2:11][O:12][C:24]2[C:29]([O:30][CH3:31])=[CH:28][CH:27]=[CH:26][C:25]=2[CH2:32][C:33]([O:35][CH3:36])=[O:34])=[CH:7][N:6]([C:13]2[C:18]([C:19]([F:21])([F:20])[F:22])=[CH:17][CH:16]=[CH:15][N:14]=2)[N:5]=1)([CH3:3])[CH3:2]. (2) Given the reactants [CH3:1][O:2][C:3]1[CH:8]=[C:7](Br)[C:6]([F:10])=[CH:5][C:4]=1[N+:11]([O-:13])=[O:12].O.[CH2:15](O)[CH2:16]C, predict the reaction product. The product is: [CH3:1][O:2][C:3]1[CH:8]=[C:7]([CH:15]=[CH2:16])[C:6]([F:10])=[CH:5][C:4]=1[N+:11]([O-:13])=[O:12]. (3) Given the reactants [C:1]([NH:4][C@H:5]([CH2:10][C:11]1[CH:16]=[CH:15][C:14]([O:17][CH2:18][CH:19]=[CH2:20])=[CH:13][CH:12]=1)[C:6]([O:8]C)=[O:7])(=[O:3])[CH3:2].O.[OH-].[Li+], predict the reaction product. The product is: [C:1]([NH:4][C@H:5]([CH2:10][C:11]1[CH:16]=[CH:15][C:14]([O:17][CH2:18][CH:19]=[CH2:20])=[CH:13][CH:12]=1)[C:6]([OH:8])=[O:7])(=[O:3])[CH3:2]. (4) Given the reactants [Cl:1][C:2]1[N:7]=[C:6]([NH:8][C@H:9]2[CH2:14][CH2:13][CH2:12][C:11](=O)[CH2:10]2)[C:5]([F:16])=[CH:4][N:3]=1.C1(P(C2C=CC=CC=2)(C2C=CC=CC=2)=[CH:24][C:25]([O:27][CH2:28][CH3:29])=[O:26])C=CC=CC=1, predict the reaction product. The product is: [Cl:1][C:2]1[N:7]=[C:6]([NH:8][C@H:9]2[CH2:14][CH2:13][CH2:12][C:11](=[CH:24][C:25]([O:27][CH2:28][CH3:29])=[O:26])[CH2:10]2)[C:5]([F:16])=[CH:4][N:3]=1. (5) The product is: [CH2:11]([O:13][C:14](=[O:19])[C:15]([O:10][C:5]1[CH:4]=[CH:3][C:2]([Cl:1])=[CH:9][C:6]=1[CH:7]=[O:8])([CH3:17])[CH3:16])[CH3:12]. Given the reactants [Cl:1][C:2]1[CH:3]=[CH:4][C:5]([OH:10])=[C:6]([CH:9]=1)[CH:7]=[O:8].[CH2:11]([O:13][C:14](=[O:19])[C:15](Br)([CH3:17])[CH3:16])[CH3:12].C([O-])([O-])=O.[K+].[K+], predict the reaction product. (6) Given the reactants [F:1][C:2]1[CH:7]=[CH:6][C:5]([C:8]2[C:9]([N:14]3[CH2:19][CH2:18][NH:17][CH2:16][CH2:15]3)=[N:10][CH:11]=[CH:12][N:13]=2)=[CH:4][CH:3]=1.[CH2:20]([N:22]1[C:26]([CH3:27])=[C:25]([CH:28]=O)[CH:24]=[N:23]1)[CH3:21].C(O[BH-](OC(=O)C)OC(=O)C)(=O)C.[Na+].[Cl:44]CCCl, predict the reaction product. The product is: [ClH:44].[CH2:20]([N:22]1[C:26]([CH3:27])=[C:25]([CH2:28][N:17]2[CH2:16][CH2:15][N:14]([C:9]3[C:8]([C:5]4[CH:6]=[CH:7][C:2]([F:1])=[CH:3][CH:4]=4)=[N:13][CH:12]=[CH:11][N:10]=3)[CH2:19][CH2:18]2)[CH:24]=[N:23]1)[CH3:21]. (7) Given the reactants Br[C:2]1[C:3]2[N:4]([C:15](=[O:30])[N:16]([CH2:18][C:19]3[C:20]([CH3:29])=[N:21][C:22]([C:25]([F:28])([F:27])[F:26])=[CH:23][CH:24]=3)[N:17]=2)[CH:5]=[CH:6][C:7]=1[C:8]1[CH:13]=[CH:12][C:11]([Cl:14])=[CH:10][CH:9]=1.[CH3:31][O:32][C:33]1[N:38]=[C:37](B(O)O)[CH:36]=[CH:35][N:34]=1.C(Cl)Cl.[O-]P([O-])([O-])=O.[K+].[K+].[K+], predict the reaction product. The product is: [Cl:14][C:11]1[CH:12]=[CH:13][C:8]([C:7]2[CH:6]=[CH:5][N:4]3[C:15](=[O:30])[N:16]([CH2:18][C:19]4[C:20]([CH3:29])=[N:21][C:22]([C:25]([F:27])([F:28])[F:26])=[CH:23][CH:24]=4)[N:17]=[C:3]3[C:2]=2[C:36]2[CH:35]=[N:34][C:33]([O:32][CH3:31])=[N:38][CH:37]=2)=[CH:9][CH:10]=1.